This data is from Merck oncology drug combination screen with 23,052 pairs across 39 cell lines. The task is: Regression. Given two drug SMILES strings and cell line genomic features, predict the synergy score measuring deviation from expected non-interaction effect. Drug 1: COC12C(COC(N)=O)C3=C(C(=O)C(C)=C(N)C3=O)N1CC1NC12. Drug 2: CNC(=O)c1cc(Oc2ccc(NC(=O)Nc3ccc(Cl)c(C(F)(F)F)c3)cc2)ccn1. Cell line: A2058. Synergy scores: synergy=-69.4.